The task is: Predict the reaction yield, written as a fraction of the theoretical maximum amount of product (1.0 means a 100% yield; for example, 0.34 means a 34% yield).. This data is from Reaction yield outcomes from USPTO patents with 853,638 reactions. (1) The reactants are [CH3:1][N:2]1[CH:6]=[CH:5][CH:4]=[C:3]1[C:7]([OH:9])=O.CN(C)C=O.C(Cl)(=O)C(Cl)=O.[NH2:21][C:22]1[CH:23]=[C:24]([CH:41]=[CH:42][C:43]=1[CH3:44])[O:25][C:26]1[CH:27]=[CH:28][C:29]2[N:30]([CH:32]=[C:33]([NH:35][C:36]([CH:38]3[CH2:40][CH2:39]3)=[O:37])[N:34]=2)[N:31]=1. The catalyst is CN(C)C(=O)C.O1CCCC1. The product is [CH:38]1([C:36]([NH:35][C:33]2[N:34]=[C:29]3[CH:28]=[CH:27][C:26]([O:25][C:24]4[CH:41]=[CH:42][C:43]([CH3:44])=[C:22]([NH:21][C:7]([C:3]5[N:2]([CH3:1])[CH:6]=[CH:5][CH:4]=5)=[O:9])[CH:23]=4)=[N:31][N:30]3[CH:32]=2)=[O:37])[CH2:39][CH2:40]1. The yield is 0.0600. (2) The reactants are [OH:1][CH2:2][C:3]([CH3:35])([CH3:34])[CH2:4][N:5]1[C:10](=[O:11])[C:9]([CH2:12][C:13]2[CH:18]=[CH:17][C:16]([C:19]3[C:20]([C:25]#[N:26])=[CH:21][CH:22]=[CH:23][CH:24]=3)=[CH:15][CH:14]=2)=[C:8]([CH2:27][CH2:28][CH3:29])[N:7]2[N:30]=[C:31]([CH3:33])[N:32]=[C:6]12.F[B-](F)(F)F.[H+].[CH3:42][Si](C=[N+]=[N-])(C)C.[Cl-].[OH:50][NH3+:51].[C:52](=[O:55])([O-])O.[Na+]. The catalyst is C(Cl)Cl.C(OCC)(=O)C.CS(C)=O. The product is [CH3:42][O:1][CH2:2][C:3]([CH3:34])([CH3:35])[CH2:4][N:5]1[C:10](=[O:11])[C:9]([CH2:12][C:13]2[CH:14]=[CH:15][C:16]([C:19]3[CH:24]=[CH:23][CH:22]=[CH:21][C:20]=3[C:25]3[NH:26][C:52](=[O:55])[O:50][N:51]=3)=[CH:17][CH:18]=2)=[C:8]([CH2:27][CH2:28][CH3:29])[N:7]2[N:30]=[C:31]([CH3:33])[N:32]=[C:6]12. The yield is 0.300. (3) The yield is 0.310. The catalyst is CCO.O.[Fe]. The reactants are [N+:1]([C:4]1[CH:5]=[C:6]2[C:11](=[CH:12][CH:13]=1)[N:10]([CH2:14][C:15]([O:17][CH2:18][CH3:19])=[O:16])[C:9](=[O:20])[CH2:8][CH2:7]2)([O-])=O.C([O-])=O.[NH4+]. The product is [NH2:1][C:4]1[CH:5]=[C:6]2[C:11](=[CH:12][CH:13]=1)[N:10]([CH2:14][C:15]([O:17][CH2:18][CH3:19])=[O:16])[C:9](=[O:20])[CH2:8][CH2:7]2. (4) The reactants are Br[C:2]1[CH:3]=[CH:4][C:5]2[S:9][C:8]([S:10]([NH:13][C:14]3[CH:19]=[CH:18][CH:17]=[C:16]([C:20]4[NH:24][N:23]=[N:22][N:21]=4)[CH:15]=3)(=[O:12])=[O:11])=[C:7]([CH3:25])[C:6]=2[CH:26]=1.[Li+].C[Si]([N-:32][Si](C)(C)C)(C)C. No catalyst specified. The product is [NH2:32][C:2]1[CH:3]=[CH:4][C:5]2[S:9][C:8]([S:10]([NH:13][C:14]3[CH:19]=[CH:18][CH:17]=[C:16]([C:20]4[NH:24][N:23]=[N:22][N:21]=4)[CH:15]=3)(=[O:12])=[O:11])=[C:7]([CH3:25])[C:6]=2[CH:26]=1. The yield is 0.0200.